Dataset: Forward reaction prediction with 1.9M reactions from USPTO patents (1976-2016). Task: Predict the product of the given reaction. (1) The product is: [ClH:3].[CH3:33][N:34]([CH2:35][C:36]1[N:37]([CH3:45])[C:38]2[C:43]([CH:44]=1)=[CH:42][CH:41]=[CH:40][CH:39]=2)[C:20](=[O:22])[CH:19]=[CH:18][C:16]1[CH:15]=[N:14][C:12]2[NH:13][C:7](=[O:6])[CH2:8][O:9][CH2:10][C:11]=2[CH:17]=1. Given the reactants C(Cl)C[Cl:3].Cl.[O:6]=[C:7]1[NH:13][C:12]2[N:14]=[CH:15][C:16]([CH:18]=[CH:19][C:20]([OH:22])=O)=[CH:17][C:11]=2[CH2:10][O:9][CH2:8]1.C1C=CC2N(O)N=NC=2C=1.[CH3:33][NH:34][CH2:35][C:36]1[N:37]([CH3:45])[C:38]2[C:43]([CH:44]=1)=[CH:42][CH:41]=[CH:40][CH:39]=2.C(N(C(C)C)C(C)C)C, predict the reaction product. (2) The product is: [N:1]1([C:7]2[N:12]=[C:11]([N:13]3[CH2:18][CH2:17][O:16][CH2:15][CH2:14]3)[N:10]=[C:9]([C:19]3[CH:25]=[CH:24][C:22]([NH:23][C:35]([NH:34][C:31]4[CH:32]=[CH:33][C:28]([O:27][CH3:26])=[CH:29][CH:30]=4)=[O:36])=[CH:21][CH:20]=3)[N:8]=2)[CH2:2][CH2:3][O:4][CH2:5][CH2:6]1. Given the reactants [N:1]1([C:7]2[N:12]=[C:11]([N:13]3[CH2:18][CH2:17][O:16][CH2:15][CH2:14]3)[N:10]=[C:9]([C:19]3[CH:25]=[CH:24][C:22]([NH2:23])=[CH:21][CH:20]=3)[N:8]=2)[CH2:6][CH2:5][O:4][CH2:3][CH2:2]1.[CH3:26][O:27][C:28]1[CH:33]=[CH:32][C:31]([N:34]=[C:35]=[O:36])=[CH:30][CH:29]=1, predict the reaction product. (3) Given the reactants [C:1]([O:5][C:6](=[O:24])[NH:7][C:8]1[CH:13]=[C:12]([N:14]([CH3:18])[CH2:15][CH2:16][CH3:17])[C:11]([C:19]([F:22])([F:21])[F:20])=[CH:10][C:9]=1[NH2:23])([CH3:4])([CH3:3])[CH3:2].C([O:29][C:30](=O)[CH2:31][C:32](=[O:45])[C:33]1[CH:38]=[CH:37][CH:36]=[C:35]([C:39]2[CH:40]=[N:41][CH:42]=[N:43][CH:44]=2)[CH:34]=1)(C)(C)C, predict the reaction product. The product is: [C:1]([O:5][C:6](=[O:24])[NH:7][C:8]1[CH:13]=[C:12]([N:14]([CH3:18])[CH2:15][CH2:16][CH3:17])[C:11]([C:19]([F:22])([F:21])[F:20])=[CH:10][C:9]=1[NH:23][C:30](=[O:29])[CH2:31][C:32](=[O:45])[C:33]1[CH:38]=[CH:37][CH:36]=[C:35]([C:39]2[CH:44]=[N:43][CH:42]=[N:41][CH:40]=2)[CH:34]=1)([CH3:2])([CH3:3])[CH3:4]. (4) Given the reactants [CH:1]1([CH:7]([NH:19][C:20]2[CH:28]=[CH:27][C:23]([C:24](O)=[O:25])=[CH:22][CH:21]=2)[C:8]2[O:9][C:10]3[CH:17]=[C:16]([F:18])[CH:15]=[CH:14][C:11]=3[C:12]=2[CH3:13])[CH2:6][CH2:5][CH2:4][CH2:3][CH2:2]1.Cl.[CH2:30]([O:32][C:33](=[O:37])[CH2:34][CH2:35][NH2:36])[CH3:31].O.ON1C2C=CC=CC=2N=N1.Cl.C(N=C=NCCCN(C)C)C.Cl, predict the reaction product. The product is: [CH:1]1([CH:7]([NH:19][C:20]2[CH:28]=[CH:27][C:23]([C:24]([NH:36][CH2:35][CH2:34][C:33]([O:32][CH2:30][CH3:31])=[O:37])=[O:25])=[CH:22][CH:21]=2)[C:8]2[O:9][C:10]3[CH:17]=[C:16]([F:18])[CH:15]=[CH:14][C:11]=3[C:12]=2[CH3:13])[CH2:6][CH2:5][CH2:4][CH2:3][CH2:2]1.